This data is from Forward reaction prediction with 1.9M reactions from USPTO patents (1976-2016). The task is: Predict the product of the given reaction. (1) Given the reactants Br[C:2]1[CH:3]=[C:4]([N:8]2[CH2:13][CH2:12][CH:11]([C:14]([N:16]([CH3:18])[CH3:17])=[O:15])[CH2:10][CH2:9]2)[CH:5]=[CH:6][CH:7]=1.[B:19]1([B:19]2[O:23][C:22]([CH3:25])([CH3:24])[C:21]([CH3:27])([CH3:26])[O:20]2)[O:23][C:22]([CH3:25])([CH3:24])[C:21]([CH3:27])([CH3:26])[O:20]1.CC([O-])=O.[K+], predict the reaction product. The product is: [CH3:17][N:16]([CH3:18])[C:14]([CH:11]1[CH2:12][CH2:13][N:8]([C:4]2[CH:5]=[CH:6][CH:7]=[C:2]([B:19]3[O:23][C:22]([CH3:25])([CH3:24])[C:21]([CH3:27])([CH3:26])[O:20]3)[CH:3]=2)[CH2:9][CH2:10]1)=[O:15]. (2) Given the reactants [CH3:1][O:2][Si:3]([CH2:8][CH2:9][CH2:10][N:11]([CH3:13])[CH3:12])([O:6][CH3:7])[O:4][CH3:5].[F:14][C:15]([F:22])([F:21])[S:16]([O:19]C)(=[O:18])=[O:17], predict the reaction product. The product is: [F:14][C:15]([F:22])([F:21])[S:16]([O-:19])(=[O:18])=[O:17].[CH3:1][O:2][Si:3]([CH2:8][CH2:9][CH2:10][N+:11]([CH3:15])([CH3:13])[CH3:12])([O:4][CH3:5])[O:6][CH3:7]. (3) Given the reactants [Br:1][C:2](=[CH2:6])[C:3]([OH:5])=[O:4].[CH2:7](Br)[C:8]1[CH:13]=[CH:12][CH:11]=[CH:10][CH:9]=1.C([O-])([O-])=O.[K+].[K+], predict the reaction product. The product is: [Br:1][C:2](=[CH2:6])[C:3]([O:5][CH2:7][C:8]1[CH:13]=[CH:12][CH:11]=[CH:10][CH:9]=1)=[O:4]. (4) The product is: [F:1][C:2]1[CH:7]=[CH:6][C:5]([N:8]2[C:12]([C:13]([OH:15])=[O:14])=[CH:11][N:10]=[C:9]2[CH2:18][N:19]([CH3:31])[C:20]2[C:25]([F:26])=[CH:24][CH:23]=[C:22]([F:27])[C:21]=2[F:28])=[CH:4][CH:3]=1. Given the reactants [F:1][C:2]1[CH:7]=[CH:6][C:5]([N:8]2[C:12]([C:13]([O:15]CC)=[O:14])=[CH:11][N:10]=[C:9]2[CH2:18][NH:19][C:20]2[C:25]([F:26])=[CH:24][CH:23]=[C:22]([F:27])[C:21]=2[F:28])=[CH:4][CH:3]=1.[H-].[Na+].[CH3:31]I.Cl, predict the reaction product. (5) Given the reactants [CH3:1][C:2]1[CH:7]=[C:6]([N+:8]([O-:10])=[O:9])[C:5]([O:11][CH:12]([CH3:14])[CH3:13])=[CH:4][C:3]=1B1OC(C)(C)C(C)(C)O1.[C:24]([O:28][C:29]([N:31]1[CH2:36][CH:35]=[C:34](OS(C(F)(F)F)(=O)=O)[CH2:33][CH2:32]1)=[O:30])([CH3:27])([CH3:26])[CH3:25].C([O-])([O-])=O.[Cs+].[Cs+], predict the reaction product. The product is: [C:24]([O:28][C:29]([N:31]1[CH2:32][CH:33]=[C:34]([C:3]2[CH:4]=[C:5]([O:11][CH:12]([CH3:13])[CH3:14])[C:6]([N+:8]([O-:10])=[O:9])=[CH:7][C:2]=2[CH3:1])[CH2:35][CH2:36]1)=[O:30])([CH3:27])([CH3:25])[CH3:26]. (6) Given the reactants [Cl:1][C:2]1[CH:32]=[CH:31][C:5]([CH2:6][N:7]2[C:15]3[C:10](=[CH:11][C:12](/[CH:16]=[C:17]4/[C:18](=[O:30])[N:19]([CH2:23][C@@H:24]5[CH2:28][C@@H:27]([OH:29])[CH2:26][NH:25]5)[C:20](=[O:22])[S:21]/4)=[CH:13][CH:14]=3)[CH:9]=[N:8]2)=[C:4]([C:33]([F:36])([F:35])[F:34])[CH:3]=1.[CH3:37][O:38][CH2:39][CH2:40]Br, predict the reaction product. The product is: [Cl:1][C:2]1[CH:32]=[CH:31][C:5]([CH2:6][N:7]2[C:15]3[C:10](=[CH:11][C:12](/[CH:16]=[C:17]4/[C:18](=[O:30])[N:19]([CH2:23][C@@H:24]5[CH2:28][C@@H:27]([OH:29])[CH2:26][N:25]5[CH2:40][CH2:39][O:38][CH3:37])[C:20](=[O:22])[S:21]/4)=[CH:13][CH:14]=3)[CH:9]=[N:8]2)=[C:4]([C:33]([F:36])([F:35])[F:34])[CH:3]=1. (7) Given the reactants [C:1]([C:3]1[CH:48]=[CH:47][C:6]([CH2:7][N:8]([CH2:21][C:22]2[CH:46]=[CH:45][C:25]([O:26][C:27]3[CH:28]=[C:29]([CH:33]=[C:34]([O:36][CH2:37][CH2:38][C:39]4[CH:40]=[N:41][CH:42]=[CH:43][CH:44]=4)[CH:35]=3)[C:30]([NH2:32])=O)=[CH:24][CH:23]=2)[C:9]2[CH:14]=[CH:13][CH:12]=[C:11]([NH:15][S:16]([CH3:19])(=[O:18])=[O:17])[C:10]=2[CH3:20])=[CH:5][CH:4]=1)#[N:2].O=P12OP3(OP(OP(O3)(O1)=O)(=O)O2)=O, predict the reaction product. The product is: [C:30]([C:29]1[CH:28]=[C:27]([CH:35]=[C:34]([O:36][CH2:37][CH2:38][C:39]2[CH:40]=[N:41][CH:42]=[CH:43][CH:44]=2)[CH:33]=1)[O:26][C:25]1[CH:24]=[CH:23][C:22]([CH2:21][N:8]([CH2:7][C:6]2[CH:47]=[CH:48][C:3]([C:1]#[N:2])=[CH:4][CH:5]=2)[C:9]2[C:10]([CH3:20])=[C:11]([NH:15][S:16]([CH3:19])(=[O:18])=[O:17])[CH:12]=[CH:13][CH:14]=2)=[CH:46][CH:45]=1)#[N:32]. (8) Given the reactants [C:1]([NH:4][C:5]1[CH:10]=[CH:9][C:8]([C:11]2[CH:16]=[CH:15][CH:14]=[C:13]([C:17]([O:19][CH2:20][CH3:21])=[O:18])[CH:12]=2)=[CH:7][C:6]=1[NH2:22])(=O)[CH3:2].[Cl:23][C:24]1[CH:29]=[C:28]([Cl:30])[CH:27]=[CH:26][C:25]=1[CH2:31]Cl, predict the reaction product. The product is: [Cl:23][C:24]1[CH:29]=[C:28]([Cl:30])[CH:27]=[CH:26][C:25]=1[CH2:31][N:22]1[C:6]2[CH:7]=[C:8]([C:11]3[CH:12]=[C:13]([CH:14]=[CH:15][CH:16]=3)[C:17]([O:19][CH2:20][CH3:21])=[O:18])[CH:9]=[CH:10][C:5]=2[N:4]=[C:1]1[CH3:2]. (9) Given the reactants [CH3:1][O:2][C:3]1[C:8]([C:9]2[CH:14]=[CH:13][N:12]=[C:11]([NH2:15])[CH:10]=2)=[CH:7][CH:6]=[CH:5][N:4]=1.[C:16](N1C=CC=CC1=O)(N1C=CC=CC1=O)=[S:17], predict the reaction product. The product is: [N:15]([C:11]1[CH:10]=[C:9]([C:8]2[C:3]([O:2][CH3:1])=[N:4][CH:5]=[CH:6][CH:7]=2)[CH:14]=[CH:13][N:12]=1)=[C:16]=[S:17].